Dataset: Full USPTO retrosynthesis dataset with 1.9M reactions from patents (1976-2016). Task: Predict the reactants needed to synthesize the given product. Given the product [NH2:9][C:8]1[C:3]([O:2][CH3:1])=[C:4]([CH2:12][CH2:13][CH2:14][C:15]([O:17][CH2:18][CH3:19])=[O:16])[CH:5]=[CH:6][CH:7]=1, predict the reactants needed to synthesize it. The reactants are: [CH3:1][O:2][C:3]1[C:8]([N+:9]([O-])=O)=[CH:7][CH:6]=[CH:5][C:4]=1[CH2:12][CH2:13][CH2:14][C:15]([O:17][CH2:18][CH3:19])=[O:16].